Dataset: Full USPTO retrosynthesis dataset with 1.9M reactions from patents (1976-2016). Task: Predict the reactants needed to synthesize the given product. (1) Given the product [F:17][C:12]1[CH:13]=[CH:14][CH:15]=[CH:16][C:11]=1[N:10]1[C:6]([O:5][CH2:4][C:3]([OH:21])([CH3:24])[C:2]([CH3:23])([CH3:22])[CH3:1])=[CH:7][C:8]([C:18]([OH:20])=[O:19])=[N:9]1, predict the reactants needed to synthesize it. The reactants are: [CH3:1][C:2]([CH3:23])([CH3:22])[C:3](=[O:21])[CH2:4][O:5][C:6]1[N:10]([C:11]2[CH:16]=[CH:15][CH:14]=[CH:13][C:12]=2[F:17])[N:9]=[C:8]([C:18]([OH:20])=[O:19])[CH:7]=1.[CH3:24][Mg]Br.C(OCC)C.C(Cl)Cl. (2) Given the product [OH:34][C:31]1([CH2:35][CH2:36][N:37]2[CH2:42][CH2:41][C@H:40]([OH:43])[C@@H:39]([CH3:44])[CH2:38]2)[CH2:30][CH2:29][CH:28]([NH:27][C:20]([C:14]2[NH:15][C:16]3[C:12]([CH:13]=2)=[C:11]([O:10][CH2:9][C@H:6]2[C:5]4[CH:23]=[CH:24][CH:2]=[CH:3][C:4]=4[O:8][CH2:7]2)[CH:19]=[CH:18][CH:17]=3)=[O:21])[CH2:33][CH2:32]1, predict the reactants needed to synthesize it. The reactants are: C[C:2]1(C)[CH2:24][C:23](=O)[C:5]2[C:6]([CH2:9][O:10][C:11]3[CH:19]=[CH:18][CH:17]=[C:16]4[C:12]=3[CH:13]=[C:14]([C:20](O)=[O:21])[NH:15]4)=[CH:7][O:8][C:4]=2[CH2:3]1.[NH2:27][CH:28]1[CH2:33][CH2:32][C:31]([CH2:35][CH2:36][N:37]2[CH2:42][CH2:41][C@H:40]([OH:43])[C@@H:39]([CH3:44])[CH2:38]2)([OH:34])[CH2:30][CH2:29]1. (3) Given the product [Br:1][C:2]1[N:7]=[CH:6][C:5]2[N:8]=[C:9]([CH2:14][O:15][CH2:19][CH2:20][O:21][CH:22]3[CH2:27][CH2:26][CH2:25][CH2:24][O:23]3)[N:10]([CH:11]([CH3:12])[CH3:13])[C:4]=2[CH:3]=1, predict the reactants needed to synthesize it. The reactants are: [Br:1][C:2]1[N:7]=[CH:6][C:5]2[N:8]=[C:9]([CH2:14][OH:15])[N:10]([CH:11]([CH3:13])[CH3:12])[C:4]=2[CH:3]=1.[H-].[Na+].Br[CH2:19][CH2:20][O:21][CH:22]1[CH2:27][CH2:26][CH2:25][CH2:24][O:23]1. (4) The reactants are: [CH3:1][C:2]1[CH:10]=[C:9]([N+:11]([O-:13])=[O:12])[C:8]2[CH2:7][CH2:6][CH2:5][C:4]=2[C:3]=1[OH:14].C1N2CCN(CC2)C1.[CH3:23][N:24]([CH3:28])[C:25](Cl)=[S:26].O. Given the product [CH3:23][N:24]([CH3:28])[C:25](=[S:26])[O:14][C:3]1[C:2]([CH3:1])=[CH:10][C:9]([N+:11]([O-:13])=[O:12])=[C:8]2[C:4]=1[CH2:5][CH2:6][CH2:7]2, predict the reactants needed to synthesize it. (5) Given the product [CH3:15][O:14][N:13]=[C:11]1[CH2:10][C@@H:9]([C:16]2[O:18][N:37]=[C:36]([C:38]3[CH:42]=[C:41]([CH3:43])[O:40][N:39]=3)[N:35]=2)[N:8]([C:6]([C:31]2[CH:30]=[CH:29][C:28]([C:19]3[CH:20]=[CH:21][CH:22]=[CH:23][CH:24]=3)=[CH:33][CH:32]=2)=[O:7])[CH2:12]1, predict the reactants needed to synthesize it. The reactants are: C(O[C:6]([N:8]1[CH2:12][C:11](=[N:13][O:14][CH3:15])[CH2:10][C@H:9]1[C:16]([OH:18])=O)=[O:7])(C)(C)C.[C:19]1([C:28]2[CH:33]=[CH:32][CH:31]=[CH:30][CH:29]=2)[CH:24]=[CH:23][C:22](C(Cl)=O)=[CH:21][CH:20]=1.O[N:35]=[C:36]([C:38]1[CH:42]=[C:41]([CH3:43])[O:40][N:39]=1)[NH2:37]. (6) Given the product [OH:4][C:5]1[C:6]([C:13]2[CH:18]=[CH:17][N:16]=[C:15]([CH3:19])[CH:14]=2)=[N:7][CH:8]=[CH:9][C:10]=1[CH:11]=[O:12], predict the reactants needed to synthesize it. The reactants are: COC[O:4][C:5]1[C:6]([C:13]2[CH:18]=[CH:17][N:16]=[C:15]([CH3:19])[CH:14]=2)=[N:7][CH:8]=[CH:9][C:10]=1[CH:11]=[O:12].C(O)(C(F)(F)F)=O.C(Cl)Cl.C(=O)([O-])[O-].[K+].[K+].